From a dataset of Peptide-MHC class I binding affinity with 185,985 pairs from IEDB/IMGT. Regression. Given a peptide amino acid sequence and an MHC pseudo amino acid sequence, predict their binding affinity value. This is MHC class I binding data. (1) The peptide sequence is QWMTTEDMLT. The MHC is HLA-A24:02 with pseudo-sequence HLA-A24:02. The binding affinity (normalized) is 0.194. (2) The peptide sequence is NYLLAWKQVL. The MHC is HLA-A24:02 with pseudo-sequence HLA-A24:02. The binding affinity (normalized) is 0.564. (3) The peptide sequence is TRYPLTFGW. The MHC is HLA-A26:01 with pseudo-sequence HLA-A26:01. The binding affinity (normalized) is 0.0156. (4) The peptide sequence is GLLGVVSTV. The MHC is HLA-A02:01 with pseudo-sequence HLA-A02:01. The binding affinity (normalized) is 0.705. (5) The peptide sequence is RDYGKQMA. The MHC is Mamu-A11 with pseudo-sequence Mamu-A11. The binding affinity (normalized) is 0. (6) The binding affinity (normalized) is 0.0847. The MHC is HLA-A25:01 with pseudo-sequence HLA-A25:01. The peptide sequence is RVIDPYWFH.